From a dataset of Catalyst prediction with 721,799 reactions and 888 catalyst types from USPTO. Predict which catalyst facilitates the given reaction. (1) Reactant: C([NH:5][S:6]([C:9]1[CH:14]=[CH:13][C:12]([N:15]2[CH:20]=[CH:19][C:18]([O:21][CH:22]3[CH2:27][CH2:26][N:25]([C:28]4[N:33]=[CH:32][C:31]([CH2:34][CH2:35][CH3:36])=[CH:30][N:29]=4)[CH2:24][CH2:23]3)=[CH:17][C:16]2=[O:37])=[CH:11][CH:10]=1)(=[O:8])=[O:7])(C)(C)C.FC(F)(F)C(O)=O. Product: [O:37]=[C:16]1[CH:17]=[C:18]([O:21][CH:22]2[CH2:27][CH2:26][N:25]([C:28]3[N:33]=[CH:32][C:31]([CH2:34][CH2:35][CH3:36])=[CH:30][N:29]=3)[CH2:24][CH2:23]2)[CH:19]=[CH:20][N:15]1[C:12]1[CH:11]=[CH:10][C:9]([S:6]([NH2:5])(=[O:7])=[O:8])=[CH:14][CH:13]=1. The catalyst class is: 2. (2) Reactant: [NH2:1][C:2]1[CH:7]=[CH:6][C:5]([C:8]2[CH2:13][CH2:12][N:11]([C:14]([O:16][C:17]([CH3:20])([CH3:19])[CH3:18])=[O:15])[CH2:10][CH:9]=2)=[CH:4][C:3]=1[O:21][CH3:22]. Product: [NH2:1][C:2]1[CH:7]=[CH:6][C:5]([CH:8]2[CH2:9][CH2:10][N:11]([C:14]([O:16][C:17]([CH3:18])([CH3:19])[CH3:20])=[O:15])[CH2:12][CH2:13]2)=[CH:4][C:3]=1[O:21][CH3:22]. The catalyst class is: 43.